This data is from NCI-60 drug combinations with 297,098 pairs across 59 cell lines. The task is: Regression. Given two drug SMILES strings and cell line genomic features, predict the synergy score measuring deviation from expected non-interaction effect. (1) Drug 1: CC1C(C(=O)NC(C(=O)N2CCCC2C(=O)N(CC(=O)N(C(C(=O)O1)C(C)C)C)C)C(C)C)NC(=O)C3=C4C(=C(C=C3)C)OC5=C(C(=O)C(=C(C5=N4)C(=O)NC6C(OC(=O)C(N(C(=O)CN(C(=O)C7CCCN7C(=O)C(NC6=O)C(C)C)C)C)C(C)C)C)N)C. Drug 2: CS(=O)(=O)OCCCCOS(=O)(=O)C. Cell line: K-562. Synergy scores: CSS=26.9, Synergy_ZIP=-0.909, Synergy_Bliss=-3.51, Synergy_Loewe=-5.62, Synergy_HSA=-4.13. (2) Drug 1: CN1CCC(CC1)COC2=C(C=C3C(=C2)N=CN=C3NC4=C(C=C(C=C4)Br)F)OC. Drug 2: CC12CCC3C(C1CCC2O)C(CC4=C3C=CC(=C4)O)CCCCCCCCCS(=O)CCCC(C(F)(F)F)(F)F. Cell line: KM12. Synergy scores: CSS=0.242, Synergy_ZIP=1.97, Synergy_Bliss=0.934, Synergy_Loewe=0.0939, Synergy_HSA=-1.96. (3) Drug 1: CC12CCC3C(C1CCC2=O)CC(=C)C4=CC(=O)C=CC34C. Drug 2: CC1=C2C(C(=O)C3(C(CC4C(C3C(C(C2(C)C)(CC1OC(=O)C(C(C5=CC=CC=C5)NC(=O)C6=CC=CC=C6)O)O)OC(=O)C7=CC=CC=C7)(CO4)OC(=O)C)O)C)OC(=O)C. Cell line: IGROV1. Synergy scores: CSS=36.7, Synergy_ZIP=-4.43, Synergy_Bliss=-3.08, Synergy_Loewe=-4.10, Synergy_HSA=-0.168. (4) Drug 1: CS(=O)(=O)OCCCCOS(=O)(=O)C. Drug 2: C1C(C(OC1N2C=NC(=NC2=O)N)CO)O. Cell line: SF-268. Synergy scores: CSS=8.33, Synergy_ZIP=-1.25, Synergy_Bliss=1.98, Synergy_Loewe=0.830, Synergy_HSA=0.901.